This data is from Forward reaction prediction with 1.9M reactions from USPTO patents (1976-2016). The task is: Predict the product of the given reaction. Given the reactants [NH2:1][C:2](=O)[CH2:3][C@H:4]([N:13]1[CH2:17][CH2:16][C@H:15]([NH:18][C:19](=[O:25])[O:20][C:21]([CH3:24])([CH3:23])[CH3:22])[C:14]1=[O:26])[C:5]([N:7]1[CH2:12][CH2:11][O:10][CH2:9][CH2:8]1)=[O:6].C(N(CC)CC)C.FC(F)(F)C(OC(=O)C(F)(F)F)=O, predict the reaction product. The product is: [C:2]([CH2:3][C@H:4]([N:13]1[CH2:17][CH2:16][C@H:15]([NH:18][C:19](=[O:25])[O:20][C:21]([CH3:22])([CH3:23])[CH3:24])[C:14]1=[O:26])[C:5]([N:7]1[CH2:8][CH2:9][O:10][CH2:11][CH2:12]1)=[O:6])#[N:1].